This data is from Forward reaction prediction with 1.9M reactions from USPTO patents (1976-2016). The task is: Predict the product of the given reaction. (1) Given the reactants Cl[C:2]1[N:7]=[C:6]([CH2:8][CH2:9][C:10]2[CH:15]=[CH:14][CH:13]=[CH:12][C:11]=2[C:16]2([C:19]([NH2:21])=[O:20])[CH2:18][CH2:17]2)[C:5]([Cl:22])=[CH:4][N:3]=1.C([O-])([O-])=O.[Cs+].[Cs+].[NH2:29][C:30]1[CH:31]=[N:32][N:33]([CH:35]2[CH2:38][N:37]([C:39]([O:41][C:42]([CH3:45])([CH3:44])[CH3:43])=[O:40])[CH2:36]2)[CH:34]=1.CC1(C)C2C(=C(P(C3C=CC=CC=3)C3C=CC=CC=3)C=CC=2)OC2C(P(C3C=CC=CC=3)C3C=CC=CC=3)=CC=CC1=2, predict the reaction product. The product is: [C:19]([C:16]1([C:11]2[CH:12]=[CH:13][CH:14]=[CH:15][C:10]=2[CH2:9][CH2:8][C:6]2[C:5]([Cl:22])=[CH:4][N:3]=[C:2]([NH:29][C:30]3[CH:31]=[N:32][N:33]([CH:35]4[CH2:38][N:37]([C:39]([O:41][C:42]([CH3:45])([CH3:44])[CH3:43])=[O:40])[CH2:36]4)[CH:34]=3)[N:7]=2)[CH2:18][CH2:17]1)(=[O:20])[NH2:21]. (2) Given the reactants [CH2:1]([O:3][C:4]([C:6]1([C:9]2[CH:14]=[CH:13][C:12]([C:15]3[CH:20]=[CH:19][C:18]([C:21]4[O:25][N:24]=[C:23]([CH3:26])[C:22]=4[NH2:27])=[CH:17][CH:16]=3)=[CH:11][CH:10]=2)[CH2:8][CH2:7]1)=[O:5])[CH3:2].[CH2:28]([C:35]1[CH:40]=[CH:39][CH:38]=[C:37](Br)[N:36]=1)[C:29]1[CH:34]=[CH:33][CH:32]=[CH:31][CH:30]=1, predict the reaction product. The product is: [CH2:1]([O:3][C:4]([C:6]1([C:9]2[CH:10]=[CH:11][C:12]([C:15]3[CH:20]=[CH:19][C:18]([C:21]4[O:25][N:24]=[C:23]([CH3:26])[C:22]=4[NH:27][C:37]4[CH:38]=[CH:39][CH:40]=[C:35]([CH2:28][C:29]5[CH:30]=[CH:31][CH:32]=[CH:33][CH:34]=5)[N:36]=4)=[CH:17][CH:16]=3)=[CH:13][CH:14]=2)[CH2:8][CH2:7]1)=[O:5])[CH3:2]. (3) Given the reactants [Cl:1][C:2]1[CH:7]=[CH:6][C:5]([C@:8]2([O:17][C@H:16]([CH2:18][OH:19])[C@@H:14]([OH:15])[C@H:12]([OH:13])[C@H:10]2[OH:11])[OH:9])=[CH:4][C:3]=1[CH2:20][C:21]1[CH:26]=[CH:25][C:24]([C:27]#[CH:28])=[CH:23][CH:22]=1.I[C:30]1[CH:31]=[N:32][NH:33][CH:34]=1, predict the reaction product. The product is: [Cl:1][C:2]1[CH:7]=[CH:6][C:5]([C@:8]2([O:17][C@H:16]([CH2:18][OH:19])[C@@H:14]([OH:15])[C@H:12]([OH:13])[C@H:10]2[OH:11])[OH:9])=[CH:4][C:3]=1[CH2:20][C:21]1[CH:22]=[CH:23][C:24]([C:27]#[C:28][C:30]2[CH:31]=[N:32][NH:33][CH:34]=2)=[CH:25][CH:26]=1. (4) The product is: [C:28]([C:27]1[CH:21]=[CH:20][C:19]([O:18][CH2:17][CH2:16][N:11]2[CH2:12][CH:13]3[CH:8]([N:7]([CH3:6])[C:4]([NH:3][CH2:1][CH3:2])=[O:5])[CH:9]([CH2:15][CH2:14]3)[CH2:10]2)=[CH:26][CH:25]=1)#[N:29]. Given the reactants [CH2:1]([N:3]=[C:4]=[O:5])[CH3:2].[CH3:6][NH:7][CH:8]1[CH:13]2[CH2:14][CH2:15][CH:9]1[CH2:10][N:11]([CH2:16][CH2:17][O:18][C:19]1[CH:26]=[CH:25]C(C#N)=[CH:21][CH:20]=1)[CH2:12]2.[CH3:27][C:28]#[N:29].C([O-])([O-])=O.[K+].[K+], predict the reaction product.